Dataset: Forward reaction prediction with 1.9M reactions from USPTO patents (1976-2016). Task: Predict the product of the given reaction. Given the reactants [CH:1]1([C:4]2[C:5]3[C:9]([CH:10]=[CH:11][CH:12]=2)=[N:8][N:7]2[C:13]([CH:18]4[CH2:23][CH2:22][N:21](C(OC(C)(C)C)=O)[CH2:20][CH2:19]4)=[CH:14][C:15](=[O:17])[NH:16][C:6]=32)[CH2:3][CH2:2]1.[ClH:31], predict the reaction product. The product is: [ClH:31].[CH:1]1([C:4]2[C:5]3[C:9]([CH:10]=[CH:11][CH:12]=2)=[N:8][N:7]2[C:13]([CH:18]4[CH2:23][CH2:22][NH:21][CH2:20][CH2:19]4)=[CH:14][C:15](=[O:17])[NH:16][C:6]=32)[CH2:2][CH2:3]1.